From a dataset of Merck oncology drug combination screen with 23,052 pairs across 39 cell lines. Regression. Given two drug SMILES strings and cell line genomic features, predict the synergy score measuring deviation from expected non-interaction effect. (1) Drug 1: COC1CC2CCC(C)C(O)(O2)C(=O)C(=O)N2CCCCC2C(=O)OC(C(C)CC2CCC(OP(C)(C)=O)C(OC)C2)CC(=O)C(C)C=C(C)C(O)C(OC)C(=O)C(C)CC(C)C=CC=CC=C1C. Drug 2: CCc1c2c(nc3ccc(O)cc13)-c1cc3c(c(=O)n1C2)COC(=O)C3(O)CC. Cell line: CAOV3. Synergy scores: synergy=9.97. (2) Drug 1: Cn1nnc2c(C(N)=O)ncn2c1=O. Drug 2: CCC1(O)C(=O)OCc2c1cc1n(c2=O)Cc2cc3c(CN(C)C)c(O)ccc3nc2-1. Cell line: A2780. Synergy scores: synergy=10.5.